Predict the product of the given reaction. From a dataset of Forward reaction prediction with 1.9M reactions from USPTO patents (1976-2016). (1) Given the reactants [NH2:1][NH2:2].[Cl:3][CH2:4][CH2:5][CH2:6][C:7]([C:19]#[N:20])([C:13]1[CH:18]=[CH:17][CH:16]=[CH:15][CH:14]=1)[C:8](OCC)=[O:9].C(OCC)(=O)C.O.C(=O)(O)[O-].[Na+], predict the reaction product. The product is: [Cl:3][CH2:4][CH2:5][CH2:6][C:7]([C:19]#[N:20])([C:13]1[CH:18]=[CH:17][CH:16]=[CH:15][CH:14]=1)[C:8]([NH:1][NH2:2])=[O:9]. (2) Given the reactants O1CCCCC1[O:7][CH2:8][CH2:9][CH2:10][O:11][C:12]1[CH:17]=[CH:16][C:15]([B:18]([OH:20])[OH:19])=[CH:14][C:13]=1[C:21]([F:24])([F:23])[F:22].Cl, predict the reaction product. The product is: [OH:7][CH2:8][CH2:9][CH2:10][O:11][C:12]1[CH:17]=[CH:16][C:15]([B:18]([OH:19])[OH:20])=[CH:14][C:13]=1[C:21]([F:24])([F:22])[F:23]. (3) Given the reactants [CH3:1][C:2]1[CH:3]=[C:4]([C:19]2[S:23][C:22]([CH:24]=O)=[N:21][CH:20]=2)[CH:5]=[C:6]([NH:8][C:9]2[N:14]=[C:13]([C:15]([F:18])([F:17])[F:16])[CH:12]=[CH:11][N:10]=2)[CH:7]=1.[NH2:26][CH2:27][CH:28]1[NH:32][C:31](=[O:33])[CH2:30][CH2:29]1.CN(C=O)C.C([BH3-])#N.[Na+], predict the reaction product. The product is: [CH3:1][C:2]1[CH:3]=[C:4]([C:19]2[S:23][C:22]([CH2:24][NH:26][CH2:27][CH:28]3[NH:32][C:31](=[O:33])[CH2:30][CH2:29]3)=[N:21][CH:20]=2)[CH:5]=[C:6]([NH:8][C:9]2[N:14]=[C:13]([C:15]([F:17])([F:16])[F:18])[CH:12]=[CH:11][N:10]=2)[CH:7]=1. (4) Given the reactants [Cl:1][C:2]1[CH:3]=[CH:4][C:5]([CH:23]=[O:24])=[C:6]2[C:10]=1[N:9]=[C:8]1[N:11]([C:14]3[C:19]([CH3:20])=[CH:18][C:17]([Cl:21])=[CH:16][C:15]=3[Cl:22])[CH2:12][CH2:13][N:7]21.[CH2:25]([Mg]Br)[CH3:26].O, predict the reaction product. The product is: [Cl:1][C:2]1[C:10]2[N:9]=[C:8]3[N:11]([C:14]4[C:19]([CH3:20])=[CH:18][C:17]([Cl:21])=[CH:16][C:15]=4[Cl:22])[CH2:12][CH2:13][N:7]3[C:6]=2[C:5]([CH:23]([OH:24])[CH2:25][CH3:26])=[CH:4][CH:3]=1. (5) Given the reactants [F:1][C:2]([F:31])([F:30])[O:3][C:4]1[CH:9]=[CH:8][C:7]([NH:10][CH:11]2[CH2:16][CH2:15][N:14]([CH2:17][C@:18]3([CH3:29])[O:22][C:21]4=[N:23][C:24]([N+:26]([O-:28])=[O:27])=[CH:25][N:20]4[CH2:19]3)[CH2:13][CH2:12]2)=[CH:6][CH:5]=1.C=O.[B-][C:35]#N.[Na+].C(O)(=O)C.C(=O)([O-])O.[Na+], predict the reaction product. The product is: [CH3:29][C@@:18]1([CH2:17][N:14]2[CH2:15][CH2:16][CH:11]([N:10]([CH3:35])[C:7]3[CH:8]=[CH:9][C:4]([O:3][C:2]([F:1])([F:30])[F:31])=[CH:5][CH:6]=3)[CH2:12][CH2:13]2)[O:22][C:21]2=[N:23][C:24]([N+:26]([O-:28])=[O:27])=[CH:25][N:20]2[CH2:19]1.